From a dataset of Catalyst prediction with 721,799 reactions and 888 catalyst types from USPTO. Predict which catalyst facilitates the given reaction. (1) Reactant: [CH2:1]([O:4][C:5]1[CH:10]=[CH:9][C:8]([CH2:11][C@H:12]([NH:23][C:24]([O:26][C:27]([CH3:30])([CH3:29])[CH3:28])=[O:25])[C:13]([NH:15][C@@H:16]([CH:20]([CH3:22])[CH3:21])[C:17](O)=[O:18])=[O:14])=[CH:7][CH:6]=1)[CH:2]=[CH2:3].Cl.[CH3:32][O:33][C:34](=[O:39])[C@@H:35]([NH2:38])[CH:36]=[CH2:37].CN(C(ON1N=NC2C=CC=NC1=2)=[N+](C)C)C.F[P-](F)(F)(F)(F)F.CCN(C(C)C)C(C)C. Product: [CH3:32][O:33][C:34](=[O:39])[C@@H:35]([NH:38][C:17](=[O:18])[C@@H:16]([NH:15][C:13](=[O:14])[C@@H:12]([NH:23][CH:24]([O:26][C:27]([CH3:29])([CH3:30])[CH3:28])[OH:25])[CH2:11][C:8]1[CH:9]=[CH:10][C:5]([O:4][CH2:1][CH:2]=[CH2:3])=[CH:6][CH:7]=1)[CH:20]([CH3:22])[CH3:21])[CH:36]=[CH2:37]. The catalyst class is: 31. (2) Reactant: [CH2:1]([C:3]1[O:4][C:5]2[CH:14]=[CH:13][CH:12]=[CH:11][C:6]=2[C:7]=1[C:8](Cl)=[O:9])[CH3:2].[CH3:15][NH:16][CH2:17][C:18]1[CH:19]=[C:20]2[C:25](=[CH:26][CH:27]=1)[CH:24]=[C:23]([OH:28])[CH:22]=[CH:21]2.C(N(CC)CC)C.CCCCCC. The catalyst class is: 56. Product: [OH:28][C:23]1[CH:24]=[C:25]2[C:20](=[CH:21][CH:22]=1)[CH:19]=[C:18]([CH2:17][N:16]([CH3:15])[C:8]([C:7]1[C:6]3[CH:11]=[CH:12][CH:13]=[CH:14][C:5]=3[O:4][C:3]=1[CH2:1][CH3:2])=[O:9])[CH:27]=[CH:26]2. (3) The catalyst class is: 6. Reactant: Cl.[NH2:2][C@H:3]([C:6]([OH:8])=[O:7])[CH2:4][SH:5].C([O-])(=O)C.[K+].CO.[CH3:16][O:17][C:18](=[O:27])[C:19]1[CH:24]=[CH:23][CH:22]=[C:21]([CH:25]=O)[CH:20]=1. Product: [CH3:16][O:17][C:18]([C:19]1[CH:20]=[C:21]([C@@H:25]2[NH:2][CH:3]([C:6]([OH:8])=[O:7])[CH2:4][S:5]2)[CH:22]=[CH:23][CH:24]=1)=[O:27]. (4) Reactant: [Br:1][C:2]1[CH:7]=[CH:6][N:5]=[C:4]([NH2:8])[CH:3]=1.[Cl:9]N1C(=O)CCC1=O. Product: [Br:1][C:2]1[C:7]([Cl:9])=[CH:6][N:5]=[C:4]([NH2:8])[CH:3]=1. The catalyst class is: 9.